This data is from TCR-epitope binding with 47,182 pairs between 192 epitopes and 23,139 TCRs. The task is: Binary Classification. Given a T-cell receptor sequence (or CDR3 region) and an epitope sequence, predict whether binding occurs between them. (1) The epitope is FLYNLLTRV. The TCR CDR3 sequence is CASSQSPGLSPYEQYF. Result: 0 (the TCR does not bind to the epitope). (2) The epitope is NYSGVVTTVMF. Result: 0 (the TCR does not bind to the epitope). The TCR CDR3 sequence is CASSLDGDQPYNEQFF. (3) The epitope is TAFTIPSI. The TCR CDR3 sequence is CASTLDVAGGRTDTQYF. Result: 0 (the TCR does not bind to the epitope). (4) The epitope is GMFNMLSTVLGVS. The TCR CDR3 sequence is CASSQGVSGTDTQYF. Result: 0 (the TCR does not bind to the epitope). (5) The epitope is LLQTGIHVRVSQPSL. The TCR CDR3 sequence is CASSLGQDGDTQYF. Result: 0 (the TCR does not bind to the epitope). (6) The epitope is LVLSVNPYV. The TCR CDR3 sequence is CATSDLRYGEDLNTEAFF. Result: 1 (the TCR binds to the epitope). (7) Result: 0 (the TCR does not bind to the epitope). The epitope is DRFYKTLRAEQASQEV. The TCR CDR3 sequence is CASSLYGQPSTNTEAFF. (8) The epitope is ELAGIGILTV. The TCR CDR3 sequence is CASTGGPLGEQFF. Result: 1 (the TCR binds to the epitope). (9) The epitope is FTYASALWEI. The TCR CDR3 sequence is CASSDELAGGHYEQYF. Result: 0 (the TCR does not bind to the epitope). (10) The epitope is FRYMNSQGL. The TCR CDR3 sequence is CASSQDAGSYNEQFF. Result: 0 (the TCR does not bind to the epitope).